Dataset: HIV replication inhibition screening data with 41,000+ compounds from the AIDS Antiviral Screen. Task: Binary Classification. Given a drug SMILES string, predict its activity (active/inactive) in a high-throughput screening assay against a specified biological target. (1) The compound is CC(=O)OCC1OC(n2c(C)c(N=Nc3ccc(Cl)cc3)c(C)c(C#N)c2=S)C(OC(C)=O)C(OC(C)=O)C1OC(C)=O. The result is 0 (inactive). (2) The drug is N#CCCN(C1=NN(C(=O)CC(=O)Nc2ccc(Cl)cc2)C(c2ccccc2)C1)c1ccc(Cl)cc1. The result is 0 (inactive).